Dataset: Catalyst prediction with 721,799 reactions and 888 catalyst types from USPTO. Task: Predict which catalyst facilitates the given reaction. (1) Reactant: Cl[C:2]1[C:7]([CH2:8][CH3:9])=[C:6]([C:10]2[O:11][CH:12]=[CH:13][CH:14]=2)[N:5]=[CH:4][N:3]=1.O.[NH2:16][NH2:17].C(N(CC)CC)C.C1COCC1. Product: [CH2:8]([C:7]1[C:2]([NH:16][NH2:17])=[N:3][CH:4]=[N:5][C:6]=1[C:10]1[O:11][CH:12]=[CH:13][CH:14]=1)[CH3:9]. The catalyst class is: 6. (2) Reactant: [OH:1][CH2:2][CH:3]1[CH2:8][CH:7]2[CH2:9][CH:4]1[CH:5]=[CH:6]2.ClC1C=CC=C(C(OO)=[O:18])C=1. Product: [OH:18][CH:6]1[CH:5]2[CH:4]3[CH:3]([CH2:8][CH:7]1[CH2:9]3)[CH2:2][O:1]2. The catalyst class is: 2. (3) Reactant: Br[CH2:2][C:3]([C:5]1[CH:10]=[CH:9][CH:8]=[C:7]([O:11][CH:12]([CH3:14])[CH3:13])[CH:6]=1)=[O:4].[CH3:15][O:16][CH2:17][O:18][C:19]1[CH:23]=[C:22]([C:24]2[CH:29]=[CH:28][C:27]([OH:30])=[CH:26][CH:25]=2)[O:21][N:20]=1.C(=O)([O-])[O-].[K+].[K+]. Product: [CH3:13][CH:12]([O:11][C:7]1[CH:6]=[C:5]([C:3](=[O:4])[CH2:2][O:30][C:27]2[CH:26]=[CH:25][C:24]([C:22]3[O:21][N:20]=[C:19]([O:18][CH2:17][O:16][CH3:15])[CH:23]=3)=[CH:29][CH:28]=2)[CH:10]=[CH:9][CH:8]=1)[CH3:14]. The catalyst class is: 3. (4) Reactant: C([O:3][C:4]([C:6]1[C:7]([NH:19][CH2:20][CH3:21])=[N:8][C:9]([NH:12][C:13]2[CH:18]=[CH:17][CH:16]=[CH:15][CH:14]=2)=[N:10][CH:11]=1)=O)C.[H-].[Al+3].[Li+].[H-].[H-].[H-]. Product: [CH2:20]([NH:19][C:7]1[C:6]([CH2:4][OH:3])=[CH:11][N:10]=[C:9]([NH:12][C:13]2[CH:18]=[CH:17][CH:16]=[CH:15][CH:14]=2)[N:8]=1)[CH3:21]. The catalyst class is: 7. (5) Reactant: [I:1][C:2]1[CH:3]=[C:4]([CH:7]=[CH:8][CH:9]=1)[CH2:5][NH2:6].C(N(CC)CC)C.[C:17]([O:21][C:22]([N:24]([C:43]([O:45][C:46]([CH3:49])([CH3:48])[CH3:47])=[O:44])[C@H:25]1[CH2:29][C@@H:28]([N:30]2[CH:38]=[N:37][C:36]3[C:31]2=[N:32][C:33]([Cl:40])=[N:34][C:35]=3Cl)[C@H:27]([OH:41])[C@@H:26]1[OH:42])=[O:23])([CH3:20])([CH3:19])[CH3:18]. Product: [C:17]([O:21][C:22]([N:24]([C:43]([O:45][C:46]([CH3:49])([CH3:48])[CH3:47])=[O:44])[C@H:25]1[CH2:29][C@@H:28]([N:30]2[CH:38]=[N:37][C:36]3[C:31]2=[N:32][C:33]([Cl:40])=[N:34][C:35]=3[NH:6][CH2:5][C:4]2[CH:7]=[CH:8][CH:9]=[C:2]([I:1])[CH:3]=2)[C@H:27]([OH:41])[C@@H:26]1[OH:42])=[O:23])([CH3:20])([CH3:19])[CH3:18]. The catalyst class is: 4. (6) Reactant: [C:1]([C:5]1[CH:6]=[C:7]2[C:12](=[C:13]([F:15])[CH:14]=1)[C:11](=[O:16])[N:10]([CH2:17][C:18]1[CH:23]=[CH:22][C:21]([C:24]3[CH:29]=[CH:28][N:27]=[C:26]([O:30][CH3:31])[CH:25]=3)=[C:20]([CH2:32][O:33]COC)[CH:19]=1)[N:9]=[CH:8]2)([CH3:4])([CH3:3])[CH3:2].Cl. Product: [C:1]([C:5]1[CH:6]=[C:7]2[C:12](=[C:13]([F:15])[CH:14]=1)[C:11](=[O:16])[N:10]([CH2:17][C:18]1[CH:23]=[CH:22][C:21]([C:24]3[CH:29]=[CH:28][N:27]=[C:26]([O:30][CH3:31])[CH:25]=3)=[C:20]([CH2:32][OH:33])[CH:19]=1)[N:9]=[CH:8]2)([CH3:4])([CH3:2])[CH3:3]. The catalyst class is: 12. (7) Reactant: [C:1]([O:5][C:6]([N:8]1[CH2:13][CH2:12][N:11]([C:14](=[O:28])[C:15]2[CH:20]=[C:19]([C:21]([F:24])([F:23])[F:22])[CH:18]=[C:17]([N+:25]([O-])=O)[CH:16]=2)[CH2:10][CH2:9]1)=[O:7])([CH3:4])([CH3:3])[CH3:2]. Product: [C:1]([O:5][C:6]([N:8]1[CH2:13][CH2:12][N:11]([C:14](=[O:28])[C:15]2[CH:20]=[C:19]([C:21]([F:22])([F:23])[F:24])[CH:18]=[C:17]([NH2:25])[CH:16]=2)[CH2:10][CH2:9]1)=[O:7])([CH3:4])([CH3:2])[CH3:3]. The catalyst class is: 19.